This data is from Full USPTO retrosynthesis dataset with 1.9M reactions from patents (1976-2016). The task is: Predict the reactants needed to synthesize the given product. (1) Given the product [O:40]1[CH:44]=[CH:43][C:42]([NH:45][S:19]([C:15]2[CH:14]=[C:13]3[C:18](=[CH:17][CH:16]=2)[C:9]([C:8]2[CH:7]=[CH:6][C:5]([C:34]4[CH:39]=[CH:38][CH:37]=[CH:36][CH:35]=4)=[CH:4][C:3]=2[O:2][CH3:1])=[N:10][CH:11]=[CH:12]3)(=[O:20])=[O:21])=[N:41]1, predict the reactants needed to synthesize it. The reactants are: [CH3:1][O:2][C:3]1[CH:4]=[C:5]([C:34]2[CH:39]=[CH:38][CH:37]=[CH:36][CH:35]=2)[CH:6]=[CH:7][C:8]=1[C:9]1[C:18]2[C:13](=[CH:14][C:15]([S:19](OC3C(F)=C(F)C(F)=C(F)C=3F)(=[O:21])=[O:20])=[CH:16][CH:17]=2)[CH:12]=[CH:11][N:10]=1.[O:40]1[CH:44]=[CH:43][C:42]([NH2:45])=[N:41]1.C[Si]([N-][Si](C)(C)C)(C)C.[Li+]. (2) Given the product [CH3:23][O:22][C:20]([C:19]1[CH:24]=[CH:25][CH:26]=[CH:27][C:18]=1[S:17][CH2:16][CH2:15][C:12]1[CH:11]=[CH:10][C:9]([O:8][CH2:7][C:6]([OH:28])=[O:5])=[CH:14][CH:13]=1)=[O:21], predict the reactants needed to synthesize it. The reactants are: C([O:5][C:6](=[O:28])[CH2:7][O:8][C:9]1[CH:14]=[CH:13][C:12]([CH2:15][CH2:16][S:17][C:18]2[CH:27]=[CH:26][CH:25]=[CH:24][C:19]=2[C:20]([O:22][CH3:23])=[O:21])=[CH:11][CH:10]=1)(C)(C)C.FC(F)(F)C(O)=O.